Dataset: NCI-60 drug combinations with 297,098 pairs across 59 cell lines. Task: Regression. Given two drug SMILES strings and cell line genomic features, predict the synergy score measuring deviation from expected non-interaction effect. (1) Drug 1: C1CC(C1)(C(=O)O)C(=O)O.[NH2-].[NH2-].[Pt+2]. Drug 2: CCCCC(=O)OCC(=O)C1(CC(C2=C(C1)C(=C3C(=C2O)C(=O)C4=C(C3=O)C=CC=C4OC)O)OC5CC(C(C(O5)C)O)NC(=O)C(F)(F)F)O. Cell line: NCI-H226. Synergy scores: CSS=12.8, Synergy_ZIP=-0.319, Synergy_Bliss=1.81, Synergy_Loewe=-23.4, Synergy_HSA=-8.64. (2) Drug 1: C1=CC=C(C=C1)NC(=O)CCCCCCC(=O)NO. Drug 2: CC(C)(C#N)C1=CC(=CC(=C1)CN2C=NC=N2)C(C)(C)C#N. Cell line: MDA-MB-435. Synergy scores: CSS=-2.49, Synergy_ZIP=0.286, Synergy_Bliss=-0.253, Synergy_Loewe=-3.82, Synergy_HSA=-3.18. (3) Drug 1: CC1CC2C3CCC4=CC(=O)C=CC4(C3(C(CC2(C1(C(=O)CO)O)C)O)F)C. Drug 2: C1CC(C1)(C2=CC=C(C=C2)C3=C(C=C4C(=N3)C=CN5C4=NNC5=O)C6=CC=CC=C6)N. Cell line: HT29. Synergy scores: CSS=38.5, Synergy_ZIP=5.81, Synergy_Bliss=7.36, Synergy_Loewe=-9.87, Synergy_HSA=6.87. (4) Drug 1: C1C(C(OC1N2C=NC3=C(N=C(N=C32)Cl)N)CO)O. Drug 2: CNC(=O)C1=NC=CC(=C1)OC2=CC=C(C=C2)NC(=O)NC3=CC(=C(C=C3)Cl)C(F)(F)F. Cell line: K-562. Synergy scores: CSS=26.8, Synergy_ZIP=-0.996, Synergy_Bliss=-1.38, Synergy_Loewe=-56.9, Synergy_HSA=-7.94. (5) Drug 1: CC12CCC3C(C1CCC2NC(=O)OCC(F)(F)F)CCC4C3(C=CC(=O)N4C)C. Drug 2: CC1=C(C(=O)C2=C(C1=O)N3CC4C(C3(C2COC(=O)N)OC)N4)N. Cell line: HCT116. Synergy scores: CSS=33.9, Synergy_ZIP=-0.516, Synergy_Bliss=-1.47, Synergy_Loewe=-14.7, Synergy_HSA=0.564.